Dataset: Reaction yield outcomes from USPTO patents with 853,638 reactions. Task: Predict the reaction yield, written as a fraction of the theoretical maximum amount of product (1.0 means a 100% yield; for example, 0.34 means a 34% yield). (1) The reactants are [CH3:1][O:2][C:3]1[C:23]([O:24][CH3:25])=[CH:22][C:6]2[N:7]([CH2:10][C:11]3[CH:21]=[CH:20][C:14]4[N:15]=[C:16]([S:18][CH3:19])[O:17][C:13]=4[CH:12]=3)[CH:8]=[N:9][C:5]=2[CH:4]=1.ClC1C=CC=C(C(OO)=[O:34])C=1.C([O-])(O)=O.[Na+]. The catalyst is C(Cl)Cl. The product is [CH3:1][O:2][C:3]1[C:23]([O:24][CH3:25])=[CH:22][C:6]2[N:7]([CH2:10][C:11]3[CH:21]=[CH:20][C:14]4[N:15]=[C:16]([S:18]([CH3:19])=[O:34])[O:17][C:13]=4[CH:12]=3)[CH:8]=[N:9][C:5]=2[CH:4]=1. The yield is 0.450. (2) The reactants are [CH:1]1([C:4]2[N:5]=[C:6]3[C:12]([C:13](O)=[O:14])=[CH:11][N:10]([CH2:16][O:17][CH2:18][CH2:19][Si:20]([CH3:23])([CH3:22])[CH3:21])[C:7]3=[N:8][CH:9]=2)[CH2:3][CH2:2]1.C(Cl)CCl.[CH:28]([NH2:31])([CH3:30])[CH3:29]. The catalyst is C(Cl)Cl.CN(C)C1C=CN=CC=1.O. The product is [CH:28]([NH:31][C:13]([C:12]1[C:6]2[C:7](=[N:8][CH:9]=[C:4]([CH:1]3[CH2:3][CH2:2]3)[N:5]=2)[N:10]([CH2:16][O:17][CH2:18][CH2:19][Si:20]([CH3:23])([CH3:21])[CH3:22])[CH:11]=1)=[O:14])([CH3:30])[CH3:29]. The yield is 0.810. (3) The reactants are [C:1]([CH2:9][CH2:10][C:11]([OH:13])=O)(=[O:8])[C:2]1[CH:7]=[CH:6][CH:5]=[CH:4][CH:3]=1.C(N(CC)CC)C.CC(C)(C)C(Cl)=O.[CH3:28][NH:29][O:30][CH3:31].Cl. The catalyst is ClCCl.O. The product is [CH3:31][O:30][N:29]([CH3:28])[C:11]([CH2:10][CH2:9][C:1]([C:2]1[CH:3]=[CH:4][CH:5]=[CH:6][CH:7]=1)=[O:8])=[O:13]. The yield is 0.350. (4) The reactants are C(S[C:4]1[CH:5]=[C:6]2[C:11](=[CH:12][C:13]=1[O:14][CH3:15])[N:10]=[C:9]([C:16]1[CH:21]=[CH:20][CH:19]=[C:18]([C:22]([F:25])([F:24])[F:23])[CH:17]=1)[C:8]([CH3:26])=[C:7]2[C:27]([O:29][CH3:30])=[O:28])C.Cl[C:32]1C=C(C=C[CH:41]=1)C(OO)=O.C([O-])(O)=O.[Na+].[O-:47][S:48]([O-:51])(=S)=O.[Na+].[Na+]. The catalyst is ClCCl. The product is [CH2:32]([S:48]([C:4]1[CH:5]=[C:6]2[C:11](=[CH:12][C:13]=1[O:14][CH3:15])[N:10]=[C:9]([C:16]1[CH:21]=[CH:20][CH:19]=[C:18]([C:22]([F:23])([F:24])[F:25])[CH:17]=1)[C:8]([CH3:26])=[C:7]2[C:27]([O:29][CH3:30])=[O:28])(=[O:51])=[O:47])[CH3:41]. The yield is 0.640. (5) The reactants are Br[C:2]1[CH:7]=[C:6]([CH3:8])[CH:5]=[CH:4][C:3]=1[O:9][CH3:10].[B:11]1([B:11]2[O:15][C:14]([CH3:17])([CH3:16])[C:13]([CH3:19])([CH3:18])[O:12]2)[O:15][C:14]([CH3:17])([CH3:16])[C:13]([CH3:19])([CH3:18])[O:12]1.C([O-])(=O)C.[K+]. The catalyst is O1CCOCC1.C1(P(C2C=CC=CC=2)[C-]2C=CC=C2)C=CC=CC=1.[C-]1(P(C2C=CC=CC=2)C2C=CC=CC=2)C=CC=C1.[Fe+2]. The product is [CH3:10][O:9][C:3]1[CH:4]=[CH:5][C:6]([CH3:8])=[CH:7][C:2]=1[B:11]1[O:15][C:14]([CH3:17])([CH3:16])[C:13]([CH3:19])([CH3:18])[O:12]1. The yield is 0.910. (6) The reactants are [CH2:1]([C:8]1[CH:13]=[CH:12][C:11]([NH:14][C:15]2[C:24]3[C:19](=[CH:20][N:21]=[C:22](F)[CH:23]=3)[N:18]=[CH:17][C:16]=2[C:26]#[N:27])=[CH:10][CH:9]=1)[C:2]1[CH:7]=[CH:6][CH:5]=[CH:4][CH:3]=1.[C:28]([N:35]1[CH2:40][CH2:39][N:38]([CH2:41][CH2:42][NH2:43])[CH2:37][CH2:36]1)([O:30][C:31]([CH3:34])([CH3:33])[CH3:32])=[O:29].FC1C=C2C(=NC=1)N=CC=C2.FC1C=CC2C(=NC=CC=2)N=1. The catalyst is C(Cl)Cl.CO.C1COCC1. The product is [CH2:1]([C:8]1[CH:13]=[CH:12][C:11]([NH:14][C:15]2[C:24]3[C:19](=[CH:20][N:21]=[C:22]([NH:43][CH2:42][CH2:41][N:38]4[CH2:39][CH2:40][N:35]([C:28]([O:30][C:31]([CH3:34])([CH3:33])[CH3:32])=[O:29])[CH2:36][CH2:37]4)[CH:23]=3)[N:18]=[CH:17][C:16]=2[C:26]#[N:27])=[CH:10][CH:9]=1)[C:2]1[CH:7]=[CH:6][CH:5]=[CH:4][CH:3]=1. The yield is 0.230. (7) The reactants are [CH3:1][O:2][C:3]1[C:12]2[C:7](=[CH:8][CH:9]=[CH:10][CH:11]=2)[C:6]([NH:13]S(C2SC=CC=2)(=O)=O)=[CH:5][C:4]=1[S:22][CH2:23][C:24]([O:26][CH3:27])=[O:25].[Br:28][C:29]1[CH:30]=[C:31]([S:35](Cl)(=[O:37])=[O:36])[CH:32]=[CH:33][CH:34]=1. No catalyst specified. The product is [Br:28][C:29]1[CH:30]=[C:31]([S:35]([NH:13][C:6]2[C:7]3[C:12](=[CH:11][CH:10]=[CH:9][CH:8]=3)[C:3]([O:2][CH3:1])=[C:4]([S:22][CH2:23][C:24]([O:26][CH3:27])=[O:25])[CH:5]=2)(=[O:37])=[O:36])[CH:32]=[CH:33][CH:34]=1. The yield is 0.780. (8) The yield is 0.910. The catalyst is CN(C=O)C. The product is [CH:18]([C:17]1[C:16]([O:23][CH3:24])=[C:15]([CH:22]=[CH:21][CH:20]=1)[O:14][C:2]1[CH:9]=[C:8]([C:10]([F:13])([F:12])[F:11])[CH:7]=[CH:6][C:3]=1[C:4]#[N:5])=[O:19]. The reactants are F[C:2]1[CH:9]=[C:8]([C:10]([F:13])([F:12])[F:11])[CH:7]=[CH:6][C:3]=1[C:4]#[N:5].[OH:14][C:15]1[C:16]([O:23][CH3:24])=[C:17]([CH:20]=[CH:21][CH:22]=1)[CH:18]=[O:19].C(=O)([O-])[O-].[Cs+].[Cs+].O.